Dataset: Catalyst prediction with 721,799 reactions and 888 catalyst types from USPTO. Task: Predict which catalyst facilitates the given reaction. (1) Reactant: [CH3:1][CH:2]1[CH2:7][NH:6][C:5]2[CH:8]=[C:9]([OH:12])[CH:10]=[CH:11][C:4]=2[O:3]1.CS(O[C@@H:18]1[CH2:22][CH2:21][N:20]([C:23]([CH:25]2[CH2:30][CH2:29][O:28][CH2:27][CH2:26]2)=[O:24])[CH2:19]1)(=O)=O.[H-].[Na+]. Product: [CH3:1][CH:2]1[CH2:7][NH:6][C:5]2[CH:8]=[C:9]([O:12][C@H:22]3[CH2:18][CH2:19][N:20]([C:23]([CH:25]4[CH2:30][CH2:29][O:28][CH2:27][CH2:26]4)=[O:24])[CH2:21]3)[CH:10]=[CH:11][C:4]=2[O:3]1. The catalyst class is: 31. (2) Reactant: [CH3:1][C:2]1[N:3]=[C:4]2[CH:9]=[CH:8][C:7]([C:10]#[C:11][C:12]3[CH:17]=[CH:16][CH:15]=[C:14]([N:18]4[CH2:22][CH2:21][CH2:20][CH2:19]4)[N:13]=3)=[N:6][N:5]2[C:23]=1[CH3:24].C(Cl)Cl. Product: [CH3:1][C:2]1[N:3]=[C:4]2[CH:9]=[CH:8][C:7]([CH2:10][CH2:11][C:12]3[CH:17]=[CH:16][CH:15]=[C:14]([N:18]4[CH2:22][CH2:21][CH2:20][CH2:19]4)[N:13]=3)=[N:6][N:5]2[C:23]=1[CH3:24]. The catalyst class is: 19. (3) Reactant: C([O:8][CH2:9][CH2:10][CH2:11][CH2:12][C:13]1[S:17][C:16]([C:18]([O:20][CH2:21][CH3:22])=[O:19])=[N:15][N:14]=1)C1C=CC=CC=1.[NH4+].[Cl-]. Product: [OH:8][CH2:9][CH2:10][CH2:11][CH2:12][C:13]1[S:17][C:16]([C:18]([O:20][CH2:21][CH3:22])=[O:19])=[N:15][N:14]=1. The catalyst class is: 2.